From a dataset of Catalyst prediction with 721,799 reactions and 888 catalyst types from USPTO. Predict which catalyst facilitates the given reaction. (1) Product: [NH2:12][C:21]1[S:22][C@:23]2([C:37]([NH:38][CH:39]3[CH2:41][CH2:40]3)=[O:42])[C@H:25]([C@:26]([C:29]3[CH:34]=[C:33]([Br:35])[CH:32]=[CH:31][C:30]=3[F:36])([CH3:28])[N:27]=1)[CH2:24]2. The catalyst class is: 6. Reactant: S(=O)(=O)(O)O.C(OC(=O)[N:12]([C:21]1[S:22][C@:23]2([C:37](=[O:42])[NH:38][CH:39]3[CH2:41][CH2:40]3)[CH:25]([C@:26]([C:29]3[CH:34]=[C:33]([Br:35])[CH:32]=[CH:31][C:30]=3[F:36])([CH3:28])[N:27]=1)[CH2:24]2)COCC[Si](C)(C)C)(C)(C)C.C(Cl)Cl.[O-]P([O-])([O-])=O.[K+].[K+].[K+]. (2) The catalyst class is: 14. Product: [NH2:13][C:12]1[NH:18][N:17]=[C:8]([NH:7][CH:1]2[CH2:6][CH2:5][CH2:4][CH2:3][CH2:2]2)[C:11]=1[C:14]#[N:15]. Reactant: [CH:1]1([NH:7][C:8](=[C:11]([C:14]#[N:15])[C:12]#[N:13])SC)[CH2:6][CH2:5][CH2:4][CH2:3][CH2:2]1.O.[NH2:17][NH2:18]. (3) Reactant: [C:1]([Si:5]([O:8][CH2:9][CH2:10][C:11]1[CH:16]=[CH:15][CH:14]=[CH:13][C:12]=1[F:17])([CH3:7])[CH3:6])([CH3:4])([CH3:3])[CH3:2].C([Li])(CC)C.CN(C)CCN(C)CCN(C)C.CN(C)[CH:37]=[O:38]. Product: [Si:5]([O:8][CH2:9][CH2:10][C:11]1[C:12]([F:17])=[C:13]([CH:14]=[CH:15][CH:16]=1)[CH:37]=[O:38])([C:1]([CH3:4])([CH3:2])[CH3:3])([CH3:6])[CH3:7]. The catalyst class is: 1. (4) Reactant: [O:1]1CCO[CH:2]1[C:6]1[CH:11]=[CH:10][C:9]([C:12]2(O)[CH2:17][CH2:16][CH2:15][CH2:14][CH2:13]2)=[CH:8][CH:7]=1.C1(C)C=CC(S(O)(=O)=O)=CC=1.C(OCC)(=O)C.C(=O)([O-])O.[Na+]. Product: [C:12]1([C:9]2[CH:8]=[CH:7][C:6]([CH:2]=[O:1])=[CH:11][CH:10]=2)[CH2:17][CH2:16][CH2:15][CH2:14][CH:13]=1. The catalyst class is: 11. (5) Reactant: [Mg:1].[Br:2][C:3]1[CH:8]=[CH:7][CH:6]=[CH:5][C:4]=1[O:9][CH3:10].[Cl:11][C:12]1[CH:13]=[C:14]2[C:18](=[CH:19][CH:20]=1)[NH:17][C:16](=[O:21])[C:15]2=[O:22].[NH4+].[Cl-].CC[O:27][CH2:28]C. Product: [CH3:28][O:27][C:12]1[CH:13]=[CH:14][CH:18]=[CH:19][C:20]=1[Mg:1][Br:2].[Cl:11][C:12]1[CH:13]=[C:14]2[C:18](=[CH:19][CH:20]=1)[NH:17][C:16](=[O:21])[C:15]2([OH:22])[C:3]1[CH:8]=[CH:7][CH:6]=[CH:5][C:4]=1[O:9][CH3:10]. The catalyst class is: 1. (6) Reactant: Cl.[Cl:2][C:3]1[CH:4]=[C:5]([C@@H:9]([OH:30])[CH2:10][NH:11][CH2:12][CH2:13][C:14]2[CH:19]=[CH:18][C:17]([S:20]([C:23]3[CH:24]=[C:25]([OH:29])[CH:26]=[CH:27][CH:28]=3)(=[O:22])=[O:21])=[CH:16][CH:15]=2)[CH:6]=[CH:7][CH:8]=1.[OH-].[Na+].[C:33](O[C:33]([O:35][C:36]([CH3:39])([CH3:38])[CH3:37])=[O:34])([O:35][C:36]([CH3:39])([CH3:38])[CH3:37])=[O:34]. Product: [Cl:2][C:3]1[CH:4]=[C:5]([C@@H:9]([OH:30])[CH2:10][N:11]([CH2:12][CH2:13][C:14]2[CH:15]=[CH:16][C:17]([S:20]([C:23]3[CH:28]=[CH:27][CH:26]=[C:25]([OH:29])[CH:24]=3)(=[O:21])=[O:22])=[CH:18][CH:19]=2)[C:33](=[O:34])[O:35][C:36]([CH3:39])([CH3:38])[CH3:37])[CH:6]=[CH:7][CH:8]=1. The catalyst class is: 7. (7) Reactant: [CH:1]1([CH2:6][CH:7]([N:11]2[N:20]=[CH:19][C:18]3[C:13](=[CH:14][CH:15]=[CH:16][CH:17]=3)[C:12]2=[O:21])[C:8]([OH:10])=O)[CH2:5][CH2:4][CH2:3][CH2:2]1.C(N(CC)C(C)C)(C)C.[B-](F)(F)(F)F.CN(C(ON1C(=O)CCC1=O)=[N+](C)C)C.[S:51]1[CH:55]=[CH:54][N:53]=[C:52]1[NH2:56]. Product: [CH:1]1([CH2:6][CH:7]([N:11]2[N:20]=[CH:19][C:18]3[C:13](=[CH:14][CH:15]=[CH:16][CH:17]=3)[C:12]2=[O:21])[C:8]([NH:56][C:52]2[S:51][CH:55]=[CH:54][N:53]=2)=[O:10])[CH2:2][CH2:3][CH2:4][CH2:5]1. The catalyst class is: 2.